This data is from Merck oncology drug combination screen with 23,052 pairs across 39 cell lines. The task is: Regression. Given two drug SMILES strings and cell line genomic features, predict the synergy score measuring deviation from expected non-interaction effect. (1) Drug 1: CN1C(=O)C=CC2(C)C3CCC4(C)C(NC(=O)OCC(F)(F)F)CCC4C3CCC12. Drug 2: CC1CC2C3CCC4=CC(=O)C=CC4(C)C3(F)C(O)CC2(C)C1(O)C(=O)CO. Cell line: CAOV3. Synergy scores: synergy=18.7. (2) Drug 1: O=C(O)C1(Cc2cccc(Nc3nccs3)n2)CCC(Oc2cccc(Cl)c2F)CC1. Drug 2: CCc1cnn2c(NCc3ccc[n+]([O-])c3)cc(N3CCCCC3CCO)nc12. Cell line: ES2. Synergy scores: synergy=-0.775. (3) Drug 1: C#Cc1cccc(Nc2ncnc3cc(OCCOC)c(OCCOC)cc23)c1. Drug 2: Cn1c(=O)n(-c2ccc(C(C)(C)C#N)cc2)c2c3cc(-c4cnc5ccccc5c4)ccc3ncc21. Cell line: HT29. Synergy scores: synergy=37.2. (4) Drug 1: COc1cc(C2c3cc4c(cc3C(OC3OC5COC(C)OC5C(O)C3O)C3COC(=O)C23)OCO4)cc(OC)c1O. Drug 2: COC1=C2CC(C)CC(OC)C(O)C(C)C=C(C)C(OC(N)=O)C(OC)C=CC=C(C)C(=O)NC(=CC1=O)C2=O. Cell line: A2058. Synergy scores: synergy=31.1. (5) Drug 1: CC(=O)OC1C(=O)C2(C)C(O)CC3OCC3(OC(C)=O)C2C(OC(=O)c2ccccc2)C2(O)CC(OC(=O)C(O)C(NC(=O)c3ccccc3)c3ccccc3)C(C)=C1C2(C)C. Drug 2: CNC(=O)c1cc(Oc2ccc(NC(=O)Nc3ccc(Cl)c(C(F)(F)F)c3)cc2)ccn1. Cell line: NCIH520. Synergy scores: synergy=1.57.